This data is from Full USPTO retrosynthesis dataset with 1.9M reactions from patents (1976-2016). The task is: Predict the reactants needed to synthesize the given product. (1) Given the product [OH:11][C:12]1[CH:7]=[CH:8][C:9]([C:10](=[O:6])[CH:1]([CH3:3])[CH3:2])=[N:16][CH:17]=1, predict the reactants needed to synthesize it. The reactants are: [CH:1]([Mg]Cl)([CH3:3])[CH3:2].[O:6]1[CH2:10][CH2:9][CH2:8][CH2:7]1.[OH:11][C:12]1C=CC(C#N)=[N:16][CH:17]=1.Cl.C(=O)([O-])O.[Na+]. (2) Given the product [Cl:1][C:2]1[CH:3]=[N:4][C:5]2[N:6]([N:8]=[C:9]([C:11]([N:16]3[CH2:17][CH2:18][C:19]4[S:23][C:22]([C:24]([F:25])([F:27])[F:26])=[CH:21][C:20]=4[CH:15]3[CH3:14])=[O:13])[CH:10]=2)[CH:7]=1, predict the reactants needed to synthesize it. The reactants are: [Cl:1][C:2]1[CH:3]=[N:4][C:5]2[N:6]([N:8]=[C:9]([C:11]([OH:13])=O)[CH:10]=2)[CH:7]=1.[CH3:14][CH:15]1[C:20]2[CH:21]=[C:22]([C:24]([F:27])([F:26])[F:25])[S:23][C:19]=2[CH2:18][CH2:17][NH:16]1. (3) Given the product [OH:23]/[C:5](=[CH:7]\[C:8]1[O:9][C:10]([C:13]2[CH:18]=[CH:17][CH:16]=[CH:15][CH:14]=2)=[CH:11][CH:12]=1)/[C:4]([O:3][CH2:2][CH3:1])=[O:19], predict the reactants needed to synthesize it. The reactants are: [CH3:1][C:2]1[O:3][C:4](=[O:19])/[C:5](=[CH:7]\[C:8]2[O:9][C:10]([C:13]3[CH:18]=[CH:17][CH:16]=[CH:15][CH:14]=3)=[CH:11][CH:12]=2)/N=1.Cl.C([OH:23])C. (4) Given the product [C:33]([C:28]1[CH:29]=[CH:30][CH:31]=[CH:32][C:27]=1[N:24]1[CH2:23][CH2:22][N:21]([C:19]([C:13]2[N:14]([CH3:18])[C:15]3[C:11]([CH:12]=2)=[CH:10][C:9]([OH:8])=[CH:17][CH:16]=3)=[O:20])[CH2:26][CH2:25]1)([CH3:36])([CH3:34])[CH3:35], predict the reactants needed to synthesize it. The reactants are: C([O:8][C:9]1[CH:10]=[C:11]2[C:15](=[CH:16][CH:17]=1)[N:14]([CH3:18])[C:13]([C:19]([N:21]1[CH2:26][CH2:25][N:24]([C:27]3[CH:32]=[CH:31][CH:30]=[CH:29][C:28]=3[C:33]([CH3:36])([CH3:35])[CH3:34])[CH2:23][CH2:22]1)=[O:20])=[CH:12]2)C1C=CC=CC=1.CO. (5) Given the product [Cl:1][C:2]1[CH:3]=[C:4]2[C:8](=[CH:9][CH:10]=1)[NH:7][CH:6]=[C:5]2[CH2:11][CH2:12][NH:13][C:14]([C:15]1[C:16]([C:26]2[CH:27]=[CH:28][C:29]([CH3:30])=[C:24]([CH3:23])[CH:25]=2)=[CH:17][CH:18]=[CH:19][CH:20]=1)=[O:22], predict the reactants needed to synthesize it. The reactants are: [Cl:1][C:2]1[CH:3]=[C:4]2[C:8](=[CH:9][CH:10]=1)[NH:7][CH:6]=[C:5]2[CH2:11][CH2:12][NH:13][C:14](=[O:22])[C:15]1[CH:20]=[CH:19][CH:18]=[CH:17][C:16]=1I.[CH3:23][C:24]1[CH:25]=[C:26](B(O)O)[CH:27]=[CH:28][C:29]=1[CH3:30].C(=O)([O-])[O-].[Na+].[Na+]. (6) Given the product [CH3:46][S:47]([N:43]1[CH2:44][CH2:45][N:40]([C:37]2[CH:36]=[CH:35][C:34]([C:11]3[NH:10][C:14]4[N:15]=[CH:16][N:17]=[C:18]([C:19]5[CH:20]=[CH:21][C:22]([O:27][CH:28]6[CH2:33][CH2:32][O:31][CH2:30][CH2:29]6)=[C:23]([CH:26]=5)[C:24]#[N:25])[C:13]=4[CH:12]=3)=[CH:39][CH:38]=2)[CH2:41][CH2:42]1)(=[O:49])=[O:48], predict the reactants needed to synthesize it. The reactants are: C1(S([N:10]2[C:14]3[N:15]=[CH:16][N:17]=[C:18]([C:19]4[CH:20]=[CH:21][C:22]([O:27][CH:28]5[CH2:33][CH2:32][O:31][CH2:30][CH2:29]5)=[C:23]([CH:26]=4)[C:24]#[N:25])[C:13]=3[CH:12]=[C:11]2[C:34]2[CH:39]=[CH:38][C:37]([N:40]3[CH2:45][CH2:44][NH:43][CH2:42][CH2:41]3)=[CH:36][CH:35]=2)(=O)=O)C=CC=CC=1.[CH3:46][S:47](Cl)(=[O:49])=[O:48]. (7) Given the product [ClH:35].[NH2:7][C@H:8]([C:14]([N:16]1[CH2:17][C:18]([F:20])([F:21])[CH2:19]1)=[O:15])[CH2:9][CH2:10][CH2:11][CH2:12][NH:13][C:33]([C:24]1[CH:25]=[N:26][C:27]2[C:32](=[CH:31][CH:30]=[CH:29][CH:28]=2)[N:23]=1)=[O:34], predict the reactants needed to synthesize it. The reactants are: C(OC(=O)[NH:7][C@H:8]([C:14]([N:16]1[CH2:19][C:18]([F:21])([F:20])[CH2:17]1)=[O:15])[CH2:9][CH2:10][CH2:11][CH2:12][NH2:13])(C)(C)C.[N:23]1[C:32]2[C:27](=[CH:28][CH:29]=[CH:30][CH:31]=2)[N:26]=[CH:25][C:24]=1[C:33]([Cl:35])=[O:34]. (8) Given the product [CH2:14]([N:9]([C:5]1[CH:6]=[CH:7][CH:8]=[C:3]([C:1]#[N:2])[CH:4]=1)[C:10](=[O:13])[CH2:11][CH3:12])[C:15]1[CH:20]=[CH:19][CH:18]=[CH:17][CH:16]=1, predict the reactants needed to synthesize it. The reactants are: [C:1]([C:3]1[CH:4]=[C:5]([NH:9][C:10](=[O:13])[CH2:11][CH3:12])[CH:6]=[CH:7][CH:8]=1)#[N:2].[CH2:14](Br)[C:15]1[CH:20]=[CH:19][CH:18]=[CH:17][CH:16]=1.